Dataset: Reaction yield outcomes from USPTO patents with 853,638 reactions. Task: Predict the reaction yield, written as a fraction of the theoretical maximum amount of product (1.0 means a 100% yield; for example, 0.34 means a 34% yield). (1) The reactants are [CH3:1][N:2]1[C:7]2[CH:8]=[CH:9][C:10]([N:12]3[CH2:16][C@H:15]([C:17]([NH2:19])=[O:18])[O:14][C:13]3=[O:20])=[CH:11][C:6]=2[O:5][CH2:4][C:3]1=[O:21].[CH3:22]N. The catalyst is CO. The product is [CH3:22][NH:19][C:17]([C@@H:15]1[O:14][C:13](=[O:20])[N:12]([C:10]2[CH:9]=[CH:8][C:7]3[N:2]([CH3:1])[C:3](=[O:21])[CH2:4][O:5][C:6]=3[CH:11]=2)[CH2:16]1)=[O:18]. The yield is 0.770. (2) The reactants are [Br:1][C:2]1[CH:7]=[CH:6][C:5]([S:8][CH3:9])=[C:4]([C:10]([F:13])([F:12])[F:11])[CH:3]=1.C1C=C(Cl)C=C(C(OO)=[O:22])C=1.[OH2:25]. The catalyst is ClCCl. The product is [Br:1][C:2]1[CH:7]=[CH:6][C:5]([S:8]([CH3:9])(=[O:22])=[O:25])=[C:4]([C:10]([F:13])([F:11])[F:12])[CH:3]=1. The yield is 0.440. (3) The reactants are C[O:2][C:3](=[O:24])[CH:4]([C:9]1[CH:14]=[CH:13][C:12]([C:15]2[CH:20]=[CH:19][CH:18]=[CH:17][CH:16]=2)=[CH:11][C:10]=1[N+:21]([O-:23])=[O:22])C(OC)=O. The catalyst is Cl. The product is [N+:21]([C:10]1[CH:11]=[C:12]([C:15]2[CH:16]=[CH:17][CH:18]=[CH:19][CH:20]=2)[CH:13]=[CH:14][C:9]=1[CH2:4][C:3]([OH:24])=[O:2])([O-:23])=[O:22]. The yield is 0.800.